Dataset: Experimentally validated miRNA-target interactions with 360,000+ pairs, plus equal number of negative samples. Task: Binary Classification. Given a miRNA mature sequence and a target amino acid sequence, predict their likelihood of interaction. The miRNA is hsa-miR-424-3p with sequence CAAAACGUGAGGCGCUGCUAU. The protein sequence of the target gene is MKVLLLKDAKEDDSGLDPYIQELRLCGLEATLIPVLSFEFMSLPSLSEKLSHPEGFGGLIFTSPRAVEAVKLCLEKDNKTEAWEKSLKDRWNAKSVYVVGSATASLVNKIGLDAEGAGSGNAEKLAEYICSKPSSELPLLFPCGTIKGDTLPKMLKDKGIPMESMHVYQTVPHPGIQGSLKSYYEDQGIPASITFFSPSGLKYSLEYIQALSGSSFDQIKFIAIGPSTTRAMAAKGLPVSCTAESPTPQALAAGIRNVLKPNHCC. Result: 0 (no interaction).